Dataset: Reaction yield outcomes from USPTO patents with 853,638 reactions. Task: Predict the reaction yield, written as a fraction of the theoretical maximum amount of product (1.0 means a 100% yield; for example, 0.34 means a 34% yield). (1) The reactants are [Cl:1][C:2]1[S:10][C:9]2[S:8](=[O:12])(=[O:11])[N:7]=[C:6](F)[NH:5][C:4]=2[CH:3]=1.Cl.[CH3:15][C:16]1([NH2:20])[CH2:19][CH2:18][CH2:17]1.C(N(CC)CC)C. The catalyst is C(O)C. The product is [Cl:1][C:2]1[S:10][C:9]2[S:8](=[O:12])(=[O:11])[N:7]=[C:6]([NH:20][C:16]3([CH3:15])[CH2:19][CH2:18][CH2:17]3)[NH:5][C:4]=2[CH:3]=1. The yield is 0.220. (2) The reactants are [CH2:1]([C:3]1[N:8]=[C:7]([NH2:9])[N:6]=[C:5]([NH2:10])[C:4]=1I)[CH3:2].[NH:12]1[C:20]2[C:15](=[CH:16][C:17](B(O)O)=[CH:18][CH:19]=2)[CH:14]=[CH:13]1.C([O-])([O-])=O.[Na+].[Na+]. The catalyst is C1(C)C=CC=CC=1. The product is [CH2:1]([C:3]1[N:8]=[C:7]([NH2:9])[N:6]=[C:5]([NH2:10])[C:4]=1[C:17]1[CH:16]=[C:15]2[C:20](=[CH:19][CH:18]=1)[NH:12][CH:13]=[CH:14]2)[CH3:2]. The yield is 0.701. (3) The reactants are [I:1][C:2]1[CH:14]=[CH:13][C:5]([C:6]([O:8][C:9]([CH3:12])([CH3:11])[CH3:10])=[O:7])=[CH:4][C:3]=1[C:15]([N:17]1[CH2:26][CH2:25][C:24]2[C:19](=[CH:20][CH:21]=[CH:22][CH:23]=2)[CH2:18]1)=[O:16].C(OC(C1C=CC(I)=C(C=1)C(O)=O)=O)(C)(C)C.[Si:44]([O:51][CH2:52][C@@H]1CC2C(=CC=CC=2)CN1)([C:47]([CH3:50])([CH3:49])[CH3:48])([CH3:46])[CH3:45]. No catalyst specified. The product is [Si:44]([O:51][CH2:52][C@@H:26]1[CH2:25][C:24]2[C:19](=[CH:20][CH:21]=[CH:22][CH:23]=2)[CH2:18][N:17]1[C:15]([C:3]1[CH:4]=[C:5]([CH:13]=[CH:14][C:2]=1[I:1])[C:6]([O:8][C:9]([CH3:12])([CH3:11])[CH3:10])=[O:7])=[O:16])([C:47]([CH3:50])([CH3:49])[CH3:48])([CH3:46])[CH3:45]. The yield is 0.540. (4) The reactants are Cl[C:2]1[CH:7]=[C:6]([CH2:8][C:9]([O:11][CH2:12][CH3:13])=[O:10])[CH:5]=[CH:4][N:3]=1.C([NH:18][C:19](=[O:21])[O-:20])(C)(C)C.C(=O)([O-])[O-].[Cs+].[Cs+].[CH3:28][C:29]1(C)[C:55]2C(=C(P(C3C=CC=CC=3)C3C=CC=CC=3)C=CC=2)OC2C(P(C3C=CC=CC=3)C3C=CC=CC=3)=CC=C[C:30]1=2. The catalyst is C1COCC1.C1C=CC(/C=C/C(/C=C/C2C=CC=CC=2)=O)=CC=1.C1C=CC(/C=C/C(/C=C/C2C=CC=CC=2)=O)=CC=1.C1C=CC(/C=C/C(/C=C/C2C=CC=CC=2)=O)=CC=1.[Pd].[Pd]. The product is [C:29]([O:20][C:19]([NH:18][C:2]1[CH:7]=[C:6]([CH2:8][C:9]([O:11][CH2:12][CH3:13])=[O:10])[CH:5]=[CH:4][N:3]=1)=[O:21])([CH3:55])([CH3:30])[CH3:28]. The yield is 0.510.